This data is from Acute oral toxicity (LD50) regression data from Zhu et al.. The task is: Regression/Classification. Given a drug SMILES string, predict its toxicity properties. Task type varies by dataset: regression for continuous values (e.g., LD50, hERG inhibition percentage) or binary classification for toxic/non-toxic outcomes (e.g., AMES mutagenicity, cardiotoxicity, hepatotoxicity). Dataset: ld50_zhu. (1) The rat oral LD50 is 4.38, given as -log10 of the dose in mol/kg body weight (higher means more acutely toxic). The drug is O=[N+]([O-])c1ccc(Cl)c2nc(C(F)(F)F)[nH]c12. (2) The drug is CC=Cc1ccc(OC(=O)NC)c(OC)c1. The rat oral LD50 is 2.65, given as -log10 of the dose in mol/kg body weight (higher means more acutely toxic). (3) The drug is Nc1cccc2cc(S(=O)(=O)O)ccc12. The rat oral LD50 is 1.20, given as -log10 of the dose in mol/kg body weight (higher means more acutely toxic).